Dataset: Full USPTO retrosynthesis dataset with 1.9M reactions from patents (1976-2016). Task: Predict the reactants needed to synthesize the given product. (1) Given the product [C:7]([C:6]1[CH:9]=[C:2]([C:25]2[CH:26]=[CH:27][C:28]([C:30]([O:32][CH3:33])=[O:31])=[CH:29][C:24]=2[F:23])[CH:3]=[CH:4][C:5]=1[O:10][CH2:11][CH:12]1[CH2:17][CH2:16][N:15]([CH2:18][C:19]([F:22])([CH3:21])[CH3:20])[CH2:14][CH2:13]1)#[N:8], predict the reactants needed to synthesize it. The reactants are: Br[C:2]1[CH:3]=[CH:4][C:5]([O:10][CH2:11][CH:12]2[CH2:17][CH2:16][N:15]([CH2:18][C:19]([F:22])([CH3:21])[CH3:20])[CH2:14][CH2:13]2)=[C:6]([CH:9]=1)[C:7]#[N:8].[F:23][C:24]1[CH:29]=[C:28]([C:30]([O:32][CH3:33])=[O:31])[CH:27]=[CH:26][C:25]=1B(O)O.C([O-])([O-])=O.[Cs+].[Cs+]. (2) Given the product [Cl:1][C:2]1[N:3]=[C:4]([N:23]2[CH2:24][CH2:25][C:21]([C:20]([F:28])([F:27])[F:19])([OH:26])[CH2:22]2)[C:5]2[CH2:10][CH2:9][CH:8]([C:11]3[CH:16]=[CH:15][C:14]([F:17])=[CH:13][CH:12]=3)[C:6]=2[N:7]=1, predict the reactants needed to synthesize it. The reactants are: [Cl:1][C:2]1[N:3]=[C:4](Cl)[C:5]2[CH2:10][CH2:9][CH:8]([C:11]3[CH:16]=[CH:15][C:14]([F:17])=[CH:13][CH:12]=3)[C:6]=2[N:7]=1.[F:19][C:20]([F:28])([F:27])[C:21]1([OH:26])[CH2:25][CH2:24][NH:23][CH2:22]1. (3) Given the product [CH:23]1([C:2]2[CH:7]=[C:6]([CH2:8][OH:10])[C:5]([O:12][CH2:13][CH3:14])=[CH:4][C:3]=2[C:15]2[C:20]([F:21])=[CH:19][CH:18]=[CH:17][C:16]=2[F:22])[CH2:25][CH2:24]1, predict the reactants needed to synthesize it. The reactants are: Br[C:2]1[CH:7]=[C:6]([C:8]([O:10]C)=O)[C:5]([O:12][CH2:13][CH3:14])=[CH:4][C:3]=1[C:15]1[C:20]([F:21])=[CH:19][CH:18]=[CH:17][C:16]=1[F:22].[CH:23]1(B(O)O)[CH2:25][CH2:24]1.